This data is from Reaction yield outcomes from USPTO patents with 853,638 reactions. The task is: Predict the reaction yield, written as a fraction of the theoretical maximum amount of product (1.0 means a 100% yield; for example, 0.34 means a 34% yield). (1) The reactants are Cl[CH2:2][C:3]1[S:7][C:6]([C:8]2[NH:9][C:10]3[C:15]([CH:16]=2)=[C:14]([CH3:17])[CH:13]=[CH:12][C:11]=3[N:18]([CH3:27])[S:19]([C:22]2[S:23][CH:24]=[CH:25][CH:26]=2)(=[O:21])=[O:20])=[N:5][CH:4]=1.[C:28]([N:31]1[CH2:36][CH2:35][NH:34][CH2:33][CH2:32]1)(=[O:30])[CH3:29].C(=O)([O-])[O-].[K+].[K+].O. The catalyst is CN(C)C=O. The product is [C:28]([N:31]1[CH2:36][CH2:35][N:34]([CH2:2][C:3]2[S:7][C:6]([C:8]3[NH:9][C:10]4[C:15]([CH:16]=3)=[C:14]([CH3:17])[CH:13]=[CH:12][C:11]=4[N:18]([CH3:27])[S:19]([C:22]3[S:23][CH:24]=[CH:25][CH:26]=3)(=[O:21])=[O:20])=[N:5][CH:4]=2)[CH2:33][CH2:32]1)(=[O:30])[CH3:29]. The yield is 0.520. (2) The reactants are [CH2:1]([NH:6][C:7]([C:9]1[N:10]=[N:11][C:12](Cl)=[CH:13][CH:14]=1)=[O:8])[CH2:2][CH2:3][CH2:4][CH3:5].[F:16][C:17]1([F:33])[C:25]2[C:20](=[CH:21][CH:22]=[CH:23][CH:24]=2)[N:19]([CH:26]2[CH2:31][CH2:30][NH:29][CH2:28][CH2:27]2)[C:18]1=[O:32]. No catalyst specified. The product is [CH2:1]([NH:6][C:7]([C:9]1[N:10]=[N:11][C:12]([N:29]2[CH2:30][CH2:31][CH:26]([N:19]3[C:20]4[C:25](=[CH:24][CH:23]=[CH:22][CH:21]=4)[C:17]([F:16])([F:33])[C:18]3=[O:32])[CH2:27][CH2:28]2)=[CH:13][CH:14]=1)=[O:8])[CH2:2][CH2:3][CH2:4][CH3:5]. The yield is 0.650. (3) The reactants are Br[C:2]1[CH:7]=[CH:6][C:5](/[CH:8]=[CH:9]/[C:10]2[NH:11][CH:12]=[C:13]([C:15]3[CH:20]=[CH:19][C:18]([Cl:21])=[CH:17][C:16]=3[Cl:22])[N:14]=2)=[CH:4][CH:3]=1.[CH3:23][O:24][C:25]1[CH:26]=[C:27](B(O)O)[CH:28]=[CH:29][CH:30]=1. No catalyst specified. The product is [Cl:22][C:16]1[CH:17]=[C:18]([Cl:21])[CH:19]=[CH:20][C:15]=1[C:13]1[N:14]=[C:10](/[CH:9]=[CH:8]/[C:5]2[CH:6]=[CH:7][C:2]([C:29]3[CH:28]=[CH:27][CH:26]=[C:25]([O:24][CH3:23])[CH:30]=3)=[CH:3][CH:4]=2)[NH:11][CH:12]=1. The yield is 0.670.